This data is from Reaction yield outcomes from USPTO patents with 853,638 reactions. The task is: Predict the reaction yield, written as a fraction of the theoretical maximum amount of product (1.0 means a 100% yield; for example, 0.34 means a 34% yield). The catalyst is C(O)C. The reactants are C(OC([O:6][C:7]1[CH:8]=[C:9]2[C:14](=[CH:15][CH:16]=1)[CH:13]=[C:12]([CH:17]=[CH2:18])[CH:11]=[CH:10]2)C)C.C1(C)C=CC(S([O-])(=O)=O)=CC=1.[NH+]1C=CC=CC=1.C(Cl)Cl. The product is [OH:6][C:7]1[CH:8]=[C:9]2[C:14](=[CH:15][CH:16]=1)[CH:13]=[C:12]([CH:17]=[CH2:18])[CH:11]=[CH:10]2. The yield is 0.620.